Dataset: Reaction yield outcomes from USPTO patents with 853,638 reactions. Task: Predict the reaction yield, written as a fraction of the theoretical maximum amount of product (1.0 means a 100% yield; for example, 0.34 means a 34% yield). (1) The reactants are [CH2:1]([O:8][C:9]([N:11]([CH2:17][CH:18]1[NH:23][CH2:22][CH:21]([C:24]([O:26][CH3:27])=[O:25])[CH2:20][CH2:19]1)[CH2:12][C:13](OC)=[O:14])=[O:10])[C:2]1[CH:7]=[CH:6][CH:5]=[CH:4][CH:3]=1. The yield is 0.300. The catalyst is CO. The product is [O:14]=[C:13]1[N:23]2[CH2:22][C@H:21]([C:24]([O:26][CH3:27])=[O:25])[CH2:20][CH2:19][C@H:18]2[CH2:17][N:11]([C:9]([O:8][CH2:1][C:2]2[CH:7]=[CH:6][CH:5]=[CH:4][CH:3]=2)=[O:10])[CH2:12]1. (2) The reactants are [NH2:1][CH2:2][C:3]1[CH:4]=[C:5]([C:9]2[CH:14]=[CH:13][C:12]([CH2:15][S:16]([CH2:19][C:20]3[NH:21][C:22](=[O:25])[NH:23][N:24]=3)(=[O:18])=[O:17])=[CH:11][CH:10]=2)[CH:6]=[CH:7][CH:8]=1.[O:26]=[C:27]1[C:36]2[C:31](=[CH:32][CH:33]=[CH:34][CH:35]=2)[N:30]=[C:29]([C:37](OCC)=[O:38])[NH:28]1.C(N(CC)CC)C.CC(N(C)C)=O. The catalyst is CCO.C(OCC)(=O)C. The product is [O:26]=[C:27]1[C:36]2[C:31](=[CH:32][CH:33]=[CH:34][CH:35]=2)[N:30]=[C:29]([C:37]([NH:1][CH2:2][C:3]2[CH:4]=[C:5]([C:9]3[CH:14]=[CH:13][C:12]([CH2:15][S:16]([CH2:19][C:20]4[NH:21][C:22](=[O:25])[NH:23][N:24]=4)(=[O:17])=[O:18])=[CH:11][CH:10]=3)[CH:6]=[CH:7][CH:8]=2)=[O:38])[NH:28]1. The yield is 0.550. (3) The reactants are Br[CH2:2][C:3]1[CH:12]=[CH:11][CH:10]=[C:9]([N+:13]([O-:15])=[O:14])[C:4]=1[C:5]([O:7][CH3:8])=[O:6].C[N+]1([O-])CC[O:20]CC1. The catalyst is CC#N. The product is [CH:2]([C:3]1[CH:12]=[CH:11][CH:10]=[C:9]([N+:13]([O-:15])=[O:14])[C:4]=1[C:5]([O:7][CH3:8])=[O:6])=[O:20]. The yield is 0.540. (4) The reactants are Cl[C:2]1[N:7]=[C:6]([C:8]2[N:12]3[CH:13]=[CH:14][C:15]([F:17])=[CH:16][C:11]3=[N:10][C:9]=2[C:18]2[CH:19]=[CH:20][C:21]([O:35][CH3:36])=[C:22]([CH:34]=2)[C:23]([NH:25][C:26]2[C:31]([F:32])=[CH:30][CH:29]=[CH:28][C:27]=2[F:33])=[O:24])[CH:5]=[CH:4][N:3]=1.[CH3:37][C:38]1[C:39]([N:47]2[CH2:52][CH2:51][CH:50]([CH2:53][CH2:54][S:55]([CH3:58])(=[O:57])=[O:56])[CH2:49][CH2:48]2)=[CH:40][C:41]([O:45][CH3:46])=[C:42]([CH:44]=1)[NH2:43].Cl.O1CCOCC1.C[O-].[Na+]. The catalyst is FC(F)(F)CO.CO.C(Cl)Cl.CCCCCC. The product is [F:33][C:27]1[CH:28]=[CH:29][CH:30]=[C:31]([F:32])[C:26]=1[NH:25][C:23](=[O:24])[C:22]1[CH:34]=[C:18]([C:9]2[N:10]=[C:11]3[CH:16]=[C:15]([F:17])[CH:14]=[CH:13][N:12]3[C:8]=2[C:6]2[CH:5]=[CH:4][N:3]=[C:2]([NH:43][C:42]3[CH:44]=[C:38]([CH3:37])[C:39]([N:47]4[CH2:52][CH2:51][CH:50]([CH2:53][CH2:54][S:55]([CH3:58])(=[O:57])=[O:56])[CH2:49][CH2:48]4)=[CH:40][C:41]=3[O:45][CH3:46])[N:7]=2)[CH:19]=[CH:20][C:21]=1[O:35][CH3:36]. The yield is 0.420.